From a dataset of Reaction yield outcomes from USPTO patents with 853,638 reactions. Predict the reaction yield, written as a fraction of the theoretical maximum amount of product (1.0 means a 100% yield; for example, 0.34 means a 34% yield). (1) The reactants are [NH2:1][CH2:2][CH2:3][C:4]1[C:12]2[C:7](=[CH:8][CH:9]=[CH:10][CH:11]=2)[NH:6][CH:5]=1.C(=O)(O)[O-].[Na+].[N+:18]([C:21]1[CH:27]=[C:26]([N+:28]([O-:30])=[O:29])[C:25](F)=[CH:24][C:22]=1[NH2:23])([O-:20])=[O:19]. The catalyst is O.C(O)C. The product is [N+:28]([C:26]1[CH:27]=[C:21]([N+:18]([O-:20])=[O:19])[C:22]([NH2:23])=[CH:24][C:25]=1[NH:1][CH2:2][CH2:3][C:4]1[C:12]2[C:7](=[CH:8][CH:9]=[CH:10][CH:11]=2)[NH:6][CH:5]=1)([O-:30])=[O:29]. The yield is 0.900. (2) The reactants are C(O)(=O)CCC(O)=O.[C:9]([N:28]1[CH2:33][CH2:32][NH:31][CH2:30][CH2:29]1)([C:22]1[CH:27]=[CH:26][CH:25]=[CH:24][CH:23]=1)([C:16]1[CH:21]=[CH:20][CH:19]=[CH:18][CH:17]=1)[C:10]1[CH:15]=[CH:14][CH:13]=[CH:12][CH:11]=1.[C:34](=[O:37])([O-])[O-:35].[K+].[K+].ClC(O[C:44]1[CH:49]=[CH:48][CH:47]=[CH:46][CH:45]=1)=O. The catalyst is ClCCl.O. The product is [C:44]1([NH:28][C:34](=[O:37])[OH:35])[CH:49]=[CH:48][CH:47]=[CH:46][CH:45]=1.[C:9]([N:28]1[CH2:33][CH2:32][NH:31][CH2:30][CH2:29]1)([C:22]1[CH:23]=[CH:24][CH:25]=[CH:26][CH:27]=1)([C:16]1[CH:17]=[CH:18][CH:19]=[CH:20][CH:21]=1)[C:10]1[CH:15]=[CH:14][CH:13]=[CH:12][CH:11]=1. The yield is 0.800. (3) The reactants are [F:1][C:2]1[C:3]([CH2:14][N:15]([CH3:23])[C:16](=[O:22])[O:17][C:18]([CH3:21])([CH3:20])[CH3:19])=[CH:4][NH:5][C:6]=1[C:7]1[C:8]([F:13])=[N:9][CH:10]=[CH:11][CH:12]=1.[H-].[Na+].C1OCCOCCOCCOCCOC1.[F:41][CH:42]([F:52])[N:43]1[CH:47]=[C:46]([S:48](Cl)(=[O:50])=[O:49])[CH:45]=[N:44]1. The catalyst is O1CCCC1.C(=O)([O-])O.[Na+]. The product is [F:52][CH:42]([F:41])[N:43]1[CH:47]=[C:46]([S:48]([N:5]2[C:6]([C:7]3[C:8]([F:13])=[N:9][CH:10]=[CH:11][CH:12]=3)=[C:2]([F:1])[C:3]([CH2:14][N:15]([CH3:23])[C:16](=[O:22])[O:17][C:18]([CH3:19])([CH3:20])[CH3:21])=[CH:4]2)(=[O:50])=[O:49])[CH:45]=[N:44]1. The yield is 0.750. (4) The reactants are [NH2:1][CH:2]([OH:23])[C@H:3]([CH3:22])[CH2:4][CH2:5][C:6]1[S:7][C:8]([C:11]#[C:12][CH2:13][CH2:14][CH2:15][C:16]2[CH:21]=[CH:20][CH:19]=[CH:18][CH:17]=2)=[CH:9][CH:10]=1.S(=O)(=O)(O)[OH:25].[OH-].[Na+]. The catalyst is CO. The product is [NH2:1][CH:2]([OH:23])[C@H:3]([CH3:22])[CH2:4][CH2:5][C:6]1[S:7][C:8]([C:11](=[O:25])[CH2:12][CH2:13][CH2:14][CH2:15][C:16]2[CH:17]=[CH:18][CH:19]=[CH:20][CH:21]=2)=[CH:9][CH:10]=1. The yield is 0.820. (5) The reactants are [N:1]1([CH2:6][CH2:7][O:8][C:9]2[CH:14]=[CH:13][C:12]([NH2:15])=[CH:11][CH:10]=2)[CH2:5][CH2:4][CH2:3][CH2:2]1.[F:16][C:17]1[CH:25]=[CH:24][CH:23]=[C:22]2[C:18]=1[C:19](=[CH:27]O)[C:20](=[O:26])[NH:21]2. No catalyst specified. The product is [F:16][C:17]1[CH:25]=[CH:24][CH:23]=[C:22]2[C:18]=1[C:19](=[CH:27][NH:15][C:12]1[CH:11]=[CH:10][C:9]([O:8][CH2:7][CH2:6][N:1]3[CH2:5][CH2:4][CH2:3][CH2:2]3)=[CH:14][CH:13]=1)[C:20](=[O:26])[NH:21]2. The yield is 0.770. (6) The reactants are [O:1]=[C:2]1[N:7]2[CH:8]=[CH:9][CH:10]=[C:6]2[CH:5]=[C:4]([C:11](O)=[O:12])[N:3]1[C:14]1[CH:19]=[CH:18][CH:17]=[CH:16][CH:15]=1.CCN(C(C)C)C(C)C.CN([C:32]([O:36][N:37]1N=NC2C=CC=C[C:38]1=2)=[N+](C)C)C.F[P-](F)(F)(F)(F)F.Cl.CNOC. The catalyst is CN(C=O)C. The product is [CH3:32][O:36][N:37]([CH3:38])[C:11]([C:4]1[N:3]([C:14]2[CH:15]=[CH:16][CH:17]=[CH:18][CH:19]=2)[C:2](=[O:1])[N:7]2[CH:8]=[CH:9][CH:10]=[C:6]2[CH:5]=1)=[O:12]. The yield is 0.500. (7) The reactants are [N+:1]([C:4]1[CH:13]=[CH:12][CH:11]=[C:10]2[C:5]=1[CH:6]=[CH:7][O:8][C:9]2=[O:14])([O-])=O. The catalyst is C(O)C.[Pd]. The product is [NH2:1][C:4]1[CH:13]=[CH:12][CH:11]=[C:10]2[C:5]=1[CH2:6][CH2:7][O:8][C:9]2=[O:14]. The yield is 0.950. (8) The reactants are [Cl:1][C:2]1[N:7]=[C:6]([CH2:8][C:9]([C:11]2[CH:12]=[CH:13][C:14]([F:29])=[C:15]([NH:17][S:18]([C:21]3[C:26]([F:27])=[CH:25][CH:24]=[CH:23][C:22]=3[F:28])(=[O:20])=[O:19])[CH:16]=2)=O)[CH:5]=[CH:4][N:3]=1.C1C(=O)N(Br)C(=O)C1.[CH3:38][CH:39]([CH3:43])[C:40](=[S:42])[NH2:41]. The catalyst is CN(C=O)C. The yield is 0.410. The product is [Cl:1][C:2]1[N:7]=[C:6]([C:8]2[S:42][C:40]([CH:39]([CH3:43])[CH3:38])=[N:41][C:9]=2[C:11]2[CH:12]=[CH:13][C:14]([F:29])=[C:15]([NH:17][S:18]([C:21]3[C:26]([F:27])=[CH:25][CH:24]=[CH:23][C:22]=3[F:28])(=[O:20])=[O:19])[CH:16]=2)[CH:5]=[CH:4][N:3]=1.